This data is from Forward reaction prediction with 1.9M reactions from USPTO patents (1976-2016). The task is: Predict the product of the given reaction. (1) Given the reactants [Cl:1][C:2]1[CH:3]=[C:4]([C:8]2[CH:17]=[C:16](B3OC(C)(C)C(C)(C)O3)[C:15]([O:27][CH3:28])=[C:14]3[C:9]=2[CH:10]=[N:11][C:12]([N:29]([CH3:31])[CH3:30])=[N:13]3)[CH:5]=[CH:6][CH:7]=1.Br[C:33]1[CH:34]=[CH:35][C:36]([C:39]([OH:41])=[O:40])=[N:37][CH:38]=1, predict the reaction product. The product is: [C:39]([C:36]1[N:37]=[CH:38][C:33]([C:16]2[C:15]([O:27][CH3:28])=[C:14]3[C:9]([CH:10]=[N:11][C:12]([N:29]([CH3:31])[CH3:30])=[N:13]3)=[C:8]([C:4]3[CH:5]=[CH:6][CH:7]=[C:2]([Cl:1])[CH:3]=3)[CH:17]=2)=[CH:34][CH:35]=1)([OH:41])=[O:40]. (2) Given the reactants [BH-](OC(C)=O)(OC(C)=O)OC(C)=O.[Na+].[CH2:15]([O:22][C:23](=[O:57])[C:24]1[CH:29]=[CH:28][C:27]([C:30]2[CH:35]=[C:34]([C:36]3[C:41]([CH2:42][CH3:43])=[CH:40][CH:39]=[CH:38][C:37]=3[CH2:44][CH3:45])[N:33]=[C:32]([CH3:46])[C:31]=2[CH:47]=O)=[CH:26][C:25]=1[O:49][CH2:50][C:51]1[CH:56]=[CH:55][CH:54]=[CH:53][CH:52]=1)[C:16]1[CH:21]=[CH:20][CH:19]=[CH:18][CH:17]=1.[CH3:58][C:59]1([CH3:65])[CH2:64][CH2:63][CH2:62][NH:61][CH2:60]1, predict the reaction product. The product is: [CH2:15]([O:22][C:23](=[O:57])[C:24]1[CH:29]=[CH:28][C:27]([C:30]2[CH:35]=[C:34]([C:36]3[C:41]([CH2:42][CH3:43])=[CH:40][CH:39]=[CH:38][C:37]=3[CH2:44][CH3:45])[N:33]=[C:32]([CH3:46])[C:31]=2[CH2:47][N:61]2[CH2:62][CH2:63][CH2:64][C:59]([CH3:65])([CH3:58])[CH2:60]2)=[CH:26][C:25]=1[O:49][CH2:50][C:51]1[CH:52]=[CH:53][CH:54]=[CH:55][CH:56]=1)[C:16]1[CH:21]=[CH:20][CH:19]=[CH:18][CH:17]=1. (3) Given the reactants [C:1]([O:4][C:5]1[CH:6]=[C:7]([CH:15]=[CH:16][CH:17]=1)[C:8]([NH:10][CH2:11][C:12]([OH:14])=O)=[O:9])(=[O:3])[CH3:2].C(N(CC)CC)C.ClC(OCC(C)C)=O.[N:33]1([C:39]2[CH:44]=[CH:43][C:42]([O:45][CH2:46][C:47]3[CH:52]=[CH:51][CH:50]=[CH:49][CH:48]=3)=[CH:41][CH:40]=2)[CH2:38][CH2:37][NH:36][CH2:35][CH2:34]1, predict the reaction product. The product is: [C:1]([O:4][C:5]1[CH:17]=[CH:16][CH:15]=[C:7]([C:8](=[O:9])[NH:10][CH2:11][C:12]([N:36]2[CH2:35][CH2:34][N:33]([C:39]3[CH:40]=[CH:41][C:42]([O:45][CH2:46][C:47]4[CH:48]=[CH:49][CH:50]=[CH:51][CH:52]=4)=[CH:43][CH:44]=3)[CH2:38][CH2:37]2)=[O:14])[CH:6]=1)(=[O:3])[CH3:2]. (4) The product is: [CH3:1][C:2]1[C:3]([N+:14]([O-:16])=[O:15])=[C:4]([N+:39]([O-:41])=[O:40])[CH:5]=[CH:6][CH:7]=1. Given the reactants [CH3:1][C:2]1[C:7]([N+]([O-])=O)=[CH:6][C:5]([N+]([O-])=O)=[CH:4][C:3]=1[N+:14]([O-:16])=[O:15].N(CCC[Si](OC)(OC)OC)=C=O.CC1C([N+:39]([O-:41])=[O:40])=CC(CO)=CC=1[N+]([O-])=O, predict the reaction product. (5) Given the reactants [O:1]1[CH2:6][CH2:5][CH:4]([N:7]2[CH2:11][CH2:10][CH2:9][C@H:8]2[C:12]([OH:14])=O)[CH2:3][CH2:2]1.N1(OC(N(C)C)=[N+](C)C)C2N=CC=CC=2N=N1.F[P-](F)(F)(F)(F)F.C(N(CC)C(C)C)C.[CH3:47][C:48]([C:58]1[CH:62]=[C:61]([NH2:63])[O:60][N:59]=1)([CH3:57])[CH2:49][O:50][CH:51]1[CH2:56][CH2:55][CH2:54][CH2:53][O:52]1.[H-].[Na+], predict the reaction product. The product is: [CH3:57][C:48]([C:58]1[CH:62]=[C:61]([NH:63][C:12]([C@@H:8]2[CH2:9][CH2:10][CH2:11][N:7]2[CH:4]2[CH2:3][CH2:2][O:1][CH2:6][CH2:5]2)=[O:14])[O:60][N:59]=1)([CH3:47])[CH2:49][O:50][CH:51]1[CH2:56][CH2:55][CH2:54][CH2:53][O:52]1.